From a dataset of Peptide-MHC class II binding affinity with 134,281 pairs from IEDB. Regression. Given a peptide amino acid sequence and an MHC pseudo amino acid sequence, predict their binding affinity value. This is MHC class II binding data. The peptide sequence is AFWLDGDNLFPKV. The MHC is HLA-DQA10501-DQB10201 with pseudo-sequence HLA-DQA10501-DQB10201. The binding affinity (normalized) is 0.612.